From a dataset of Full USPTO retrosynthesis dataset with 1.9M reactions from patents (1976-2016). Predict the reactants needed to synthesize the given product. (1) Given the product [Cl:50][CH2:49][C@H:37]1[C:36]2[C:35]3[CH:51]=[CH:52][CH:53]=[CH:54][C:34]=3[C:33]([O:32][CH2:31][C:30]3[CH:29]=[CH:28][C:27]([NH:26][C:24](=[O:25])[C@@H:23]([NH:22][C:20](=[O:21])[C@@H:19]([NH:18][C:16](=[O:17])[O:15][CH2:14][CH:12]4[C:11]5[CH:10]=[CH:9][CH:8]=[CH:7][C:6]=5[C:5]5[C:13]4=[CH:1][CH:2]=[CH:3][CH:4]=5)[CH:64]([CH3:66])[CH3:65])[CH2:57][CH2:58][CH2:59][NH:60][C:61]([NH2:63])=[O:62])=[CH:56][CH:55]=3)=[CH:41][C:40]=2[NH:39][CH2:38]1, predict the reactants needed to synthesize it. The reactants are: [CH:1]1[C:13]2[CH:12]([CH2:14][O:15][C:16]([NH:18][C@@H:19]([CH:64]([CH3:66])[CH3:65])[C:20]([NH:22][C@@H:23]([CH2:57][CH2:58][CH2:59][NH:60][C:61]([NH2:63])=[O:62])[C:24]([NH:26][C:27]3[CH:56]=[CH:55][C:30]([CH2:31][O:32][C:33]4[C:34]5[CH:54]=[CH:53][CH:52]=[CH:51][C:35]=5[C:36]5[C@H:37]([CH2:49][Cl:50])[CH2:38][N:39](C(OC(C)(C)C)=O)[C:40]=5[CH:41]=4)=[CH:29][CH:28]=3)=[O:25])=[O:21])=[O:17])[C:11]3[C:6](=[CH:7][CH:8]=[CH:9][CH:10]=3)[C:5]=2[CH:4]=[CH:3][CH:2]=1.N. (2) Given the product [NH2:13][C:14]1[S:15][C@:16]2([C:30]([O:32][CH2:33][CH3:34])=[O:31])[C@H:18]([C@:19]([C:22]3[CH:27]=[C:26]([N+:43]([O-:45])=[O:44])[CH:25]=[C:24]([F:28])[C:23]=3[F:29])([CH3:21])[N:20]=1)[CH2:17]2, predict the reactants needed to synthesize it. The reactants are: S(=O)(=O)(O)O.C(OC([N:13](COCC[Si](C)(C)C)[C:14]1[S:15][C@:16]2([C:30]([O:32][CH2:33][CH3:34])=[O:31])[C@H:18]([C@:19]([C:22]3[CH:27]=[CH:26][CH:25]=[C:24]([F:28])[C:23]=3[F:29])([CH3:21])[N:20]=1)[CH2:17]2)=O)(C)(C)C.[N+:43]([O-])([O-:45])=[O:44].[Na+].O.[O-]P([O-])([O-])=O.[K+].[K+].[K+].[OH-].[Na+]. (3) Given the product [CH:29]1([C:23]2[CH:22]=[C:21]([C:19]3[O:18][N:17]=[C:16]([C:12]4[CH:13]=[C:14]([CH3:15])[C:9]([O:8][CH2:7][CH2:6][NH:43][CH2:42][CH:40]5[CH2:39][O:38][C:37]([CH3:44])([CH3:36])[O:41]5)=[C:10]([CH2:34][CH3:35])[CH:11]=4)[N:20]=3)[CH:26]=[C:25]([O:27][CH3:28])[N:24]=2)[CH2:30][CH2:31][CH2:32][CH2:33]1, predict the reactants needed to synthesize it. The reactants are: CS(O[CH2:6][CH2:7][O:8][C:9]1[C:14]([CH3:15])=[CH:13][C:12]([C:16]2[N:20]=[C:19]([C:21]3[CH:26]=[C:25]([O:27][CH3:28])[N:24]=[C:23]([CH:29]4[CH2:33][CH2:32][CH2:31][CH2:30]4)[CH:22]=3)[O:18][N:17]=2)=[CH:11][C:10]=1[CH2:34][CH3:35])(=O)=O.[CH3:36][C:37]1([CH3:44])[O:41][CH:40]([CH2:42][NH2:43])[CH2:39][O:38]1. (4) Given the product [CH2:5]([O:7][C:8](=[O:14])[CH2:9][CH2:10][C:11]([NH:2][C:3]([NH:19][C:18]1[CH:20]=[CH:21][C:22]([F:23])=[C:16]([F:15])[CH:17]=1)=[S:4])=[O:12])[CH3:6], predict the reactants needed to synthesize it. The reactants are: [NH4+].[N:2]#[C:3][S-:4].[CH2:5]([O:7][C:8](=[O:14])[CH2:9][CH2:10][C:11](Cl)=[O:12])[CH3:6].[F:15][C:16]1[CH:17]=[C:18]([CH:20]=[CH:21][C:22]=1[F:23])[NH2:19].